This data is from NCI-60 drug combinations with 297,098 pairs across 59 cell lines. The task is: Regression. Given two drug SMILES strings and cell line genomic features, predict the synergy score measuring deviation from expected non-interaction effect. (1) Drug 1: C1CNP(=O)(OC1)N(CCCl)CCCl. Drug 2: C(CCl)NC(=O)N(CCCl)N=O. Cell line: SR. Synergy scores: CSS=8.26, Synergy_ZIP=-20.9, Synergy_Bliss=-35.0, Synergy_Loewe=-72.4, Synergy_HSA=-37.0. (2) Drug 1: CS(=O)(=O)OCCCCOS(=O)(=O)C. Drug 2: CC12CCC3C(C1CCC2OP(=O)(O)O)CCC4=C3C=CC(=C4)OC(=O)N(CCCl)CCCl.[Na+]. Cell line: K-562. Synergy scores: CSS=-0.455, Synergy_ZIP=0.181, Synergy_Bliss=1.79, Synergy_Loewe=-2.79, Synergy_HSA=-2.65. (3) Drug 1: C#CCC(CC1=CN=C2C(=N1)C(=NC(=N2)N)N)C3=CC=C(C=C3)C(=O)NC(CCC(=O)O)C(=O)O. Drug 2: C(CC(=O)O)C(=O)CN.Cl. Cell line: KM12. Synergy scores: CSS=11.2, Synergy_ZIP=-5.59, Synergy_Bliss=-5.37, Synergy_Loewe=-6.88, Synergy_HSA=-5.00. (4) Drug 1: CC1OCC2C(O1)C(C(C(O2)OC3C4COC(=O)C4C(C5=CC6=C(C=C35)OCO6)C7=CC(=C(C(=C7)OC)O)OC)O)O. Drug 2: CNC(=O)C1=NC=CC(=C1)OC2=CC=C(C=C2)NC(=O)NC3=CC(=C(C=C3)Cl)C(F)(F)F. Cell line: NCI-H226. Synergy scores: CSS=38.1, Synergy_ZIP=-9.04, Synergy_Bliss=-1.80, Synergy_Loewe=-0.272, Synergy_HSA=0.168. (5) Drug 1: C1=CC(=CC=C1CCC2=CNC3=C2C(=O)NC(=N3)N)C(=O)NC(CCC(=O)O)C(=O)O. Drug 2: CS(=O)(=O)CCNCC1=CC=C(O1)C2=CC3=C(C=C2)N=CN=C3NC4=CC(=C(C=C4)OCC5=CC(=CC=C5)F)Cl. Cell line: MDA-MB-231. Synergy scores: CSS=14.2, Synergy_ZIP=0.500, Synergy_Bliss=3.48, Synergy_Loewe=-12.6, Synergy_HSA=0.726. (6) Drug 1: C1=CC=C(C(=C1)C(C2=CC=C(C=C2)Cl)C(Cl)Cl)Cl. Drug 2: CC1C(C(CC(O1)OC2CC(CC3=C2C(=C4C(=C3O)C(=O)C5=C(C4=O)C(=CC=C5)OC)O)(C(=O)CO)O)N)O.Cl. Cell line: MCF7. Synergy scores: CSS=46.2, Synergy_ZIP=-3.28, Synergy_Bliss=-2.34, Synergy_Loewe=-2.60, Synergy_HSA=2.63. (7) Drug 1: CCC(=C(C1=CC=CC=C1)C2=CC=C(C=C2)OCCN(C)C)C3=CC=CC=C3.C(C(=O)O)C(CC(=O)O)(C(=O)O)O. Drug 2: CCN(CC)CCCC(C)NC1=C2C=C(C=CC2=NC3=C1C=CC(=C3)Cl)OC. Cell line: OVCAR-8. Synergy scores: CSS=31.0, Synergy_ZIP=-4.22, Synergy_Bliss=-0.371, Synergy_Loewe=-30.5, Synergy_HSA=-1.52. (8) Drug 1: C(=O)(N)NO. Drug 2: CC1C(C(CC(O1)OC2CC(CC3=C2C(=C4C(=C3O)C(=O)C5=C(C4=O)C(=CC=C5)OC)O)(C(=O)CO)O)N)O.Cl. Cell line: OVCAR3. Synergy scores: CSS=7.43, Synergy_ZIP=2.52, Synergy_Bliss=10.3, Synergy_Loewe=6.71, Synergy_HSA=8.13.